This data is from Catalyst prediction with 721,799 reactions and 888 catalyst types from USPTO. The task is: Predict which catalyst facilitates the given reaction. (1) The catalyst class is: 1. Product: [NH2:7][C:2]([CH2:5][O:6][CH2:13][CH2:12][C:11]#[N:14])([CH2:3][O:4][CH2:13][CH2:12][C:11]#[N:14])[CH2:1][O:8][CH2:13][CH2:12][C:11]#[N:14]. Reactant: [CH2:1]([OH:8])[C:2]([NH2:7])([CH2:5][OH:6])[CH2:3][OH:4].[OH-].[K+].[C:11](#[N:14])[CH:12]=[CH2:13]. (2) Reactant: [NH2:1][C:2]1[CH:7]=[CH:6][C:5]([CH:8]([CH3:13])[C:9]([O:11]C)=[O:10])=[C:4]([F:14])[CH:3]=1.[C:15]1(=O)[CH2:20][CH2:19][CH2:18][CH2:17][CH2:16]1.[BH3-]C#N.[Na+]. Product: [CH:15]1([NH:1][C:2]2[CH:7]=[CH:6][C:5]([CH:8]([CH3:13])[C:9]([OH:11])=[O:10])=[C:4]([F:14])[CH:3]=2)[CH2:20][CH2:19][CH2:18][CH2:17][CH2:16]1. The catalyst class is: 130.